This data is from Experimentally validated miRNA-target interactions with 360,000+ pairs, plus equal number of negative samples. The task is: Binary Classification. Given a miRNA mature sequence and a target amino acid sequence, predict their likelihood of interaction. The miRNA is hsa-miR-17-5p with sequence CAAAGUGCUUACAGUGCAGGUAG. The protein sequence of the target gene is MGSCARLLLLWGCTVVAAGLSGVAGVSSRCEKACNPRMGNLALGRKLWADTTCGQNATELYCFYSENTDLTCRQPKCDKCNAAYPHLAHLPSAMADSSFRFPRTWWQSAEDVHREKIQLDLEAEFYFTHLIVMFKSPRPAAMVLDRSQDFGKTWKPYKYFATNCSATFGLEDDVVKKGAICTSKYSSPFPCTGGEVIFKALSPPYDTENPYSAKVQEQLKITNLRVQLLKRQSCPCQRNDLNEEPQHFTHYAIYDFIVKGSCFCNGHADQCIPVHGFRPVKAPGTFHMVHGKCMCKHNTA.... Result: 1 (interaction).